This data is from Peptide-MHC class I binding affinity with 185,985 pairs from IEDB/IMGT. The task is: Regression. Given a peptide amino acid sequence and an MHC pseudo amino acid sequence, predict their binding affinity value. This is MHC class I binding data. (1) The peptide sequence is GMQIRGFVY. The MHC is HLA-A24:02 with pseudo-sequence HLA-A24:02. The binding affinity (normalized) is 0.0847. (2) The binding affinity (normalized) is 0.0830. The MHC is HLA-A03:01 with pseudo-sequence HLA-A03:01. The peptide sequence is SGSCLNNEK. (3) The peptide sequence is SYISCTANSW. The MHC is Mamu-B17 with pseudo-sequence Mamu-B17. The binding affinity (normalized) is 0.298.